Dataset: Forward reaction prediction with 1.9M reactions from USPTO patents (1976-2016). Task: Predict the product of the given reaction. (1) Given the reactants [F:1][C:2]([F:12])([F:11])[C:3]1[CH:10]=[CH:9][C:6]([CH2:7][NH2:8])=[CH:5][CH:4]=1.Cl.FC(F)(F)C1C=CC(CN)=CC=1.[CH:26]1[N:31]=[C:30](Cl)[C:29]2[N:33]=[CH:34][N:35]([C@@H:36]3[O:40][C@H:39]([CH2:41][OH:42])[C@@H:38]([OH:43])[C@H:37]3[OH:44])[C:28]=2[N:27]=1.C(N(CC)CC)C, predict the reaction product. The product is: [F:1][C:2]([F:11])([F:12])[C:3]1[CH:10]=[CH:9][C:6]([CH2:7][NH:8][C:30]2[C:29]3[N:33]=[CH:34][N:35]([C:28]=3[N:27]=[CH:26][N:31]=2)[C@@H:36]2[O:40][C@H:39]([CH2:41][OH:42])[C@@H:38]([OH:43])[C@H:37]2[OH:44])=[CH:5][CH:4]=1. (2) Given the reactants [NH2:1][C:2]1[C:3]([I:16])=[C:4]([C:13](Cl)=[O:14])[C:5]([I:12])=[C:6]([C:10]=1[I:11])[C:7]([Cl:9])=[O:8].[CH2:17]1[CH2:21]OC[CH2:18]1, predict the reaction product. The product is: [NH2:1][C:2]1[C:10]([I:11])=[C:6]([C:5]([I:12])=[C:4]([C:13](=[O:14])[N:1]([CH2:18][CH:17]=[CH2:21])[CH2:2][CH:10]=[CH2:6])[C:3]=1[I:16])[C:7]([Cl:9])=[O:8]. (3) Given the reactants [C:1]([O:5][C:6]([NH:8][CH2:9][CH2:10][NH2:11])=[O:7])([CH3:4])([CH3:3])[CH3:2].[N:12]1([C:17]2[CH:24]=[CH:23][C:20]([CH:21]=O)=[CH:19][CH:18]=2)[CH:16]=[CH:15][N:14]=[CH:13]1.C(O)(=O)C.C(O[BH-](O[C:39](=[O:41])[CH3:40])OC(=O)C)(=O)C.[Na+], predict the reaction product. The product is: [C:1]([O:5][C:6]([N:8]1[CH2:9][CH2:10][N:11]([CH2:21][C:20]2[CH:23]=[CH:24][C:17]([N:12]3[CH:16]=[CH:15][N:14]=[CH:13]3)=[CH:18][CH:19]=2)[C:39](=[O:41])[CH2:40]1)=[O:7])([CH3:4])([CH3:3])[CH3:2]. (4) Given the reactants Br[C:2]1[CH:3]=[C:4]([CH:27]=[CH:28][N:29]=1)[C:5]([NH:7][C:8]1[CH:9]=[CH:10][C:11]([CH3:26])=[C:12]([NH:14][C:15]([C:17]2[S:25][C:20]3=[N:21][CH:22]=[CH:23][N:24]=[C:19]3[CH:18]=2)=[O:16])[CH:13]=1)=[O:6].[NH:30]1[CH2:34][CH2:33][CH2:32][CH2:31]1, predict the reaction product. The product is: [CH3:26][C:11]1[CH:10]=[CH:9][C:8]([NH:7][C:5](=[O:6])[C:4]2[CH:27]=[CH:28][N:29]=[C:2]([N:30]3[CH2:34][CH2:33][CH2:32][CH2:31]3)[CH:3]=2)=[CH:13][C:12]=1[NH:14][C:15]([C:17]1[S:25][C:20]2=[N:21][CH:22]=[CH:23][N:24]=[C:19]2[CH:18]=1)=[O:16]. (5) Given the reactants [CH3:1][O:2][C:3]([NH:5][C@@H:6]([CH:54]1[CH2:59][CH2:58][O:57][CH2:56][CH2:55]1)[C:7]([N:9]1[CH2:13][CH2:12][CH2:11][C@H:10]1[C:14]1[NH:18][C:17]2[C:19]3[C:24]([CH2:25][CH2:26][C:16]=2[N:15]=1)=[CH:23][C:22]([C:27]1[CH:28]=[C:29]2[C:34](=[CH:35][CH:36]=1)[CH:33]=[C:32]([C:37]1[NH:41][C:40]([C@@H:42]4[CH2:46][CH2:45][CH2:44][N:43]4C(OC(C)(C)C)=O)=[N:39][CH:38]=1)[CH:31]=[CH:30]2)=[CH:21][CH:20]=3)=[O:8])=[O:4].Cl.[CH3:61][O:62][C:63]([NH:65][C@H:66]([C:70]1[CH:75]=[CH:74][CH:73]=[CH:72][CH:71]=1)[C:67]([OH:69])=O)=[O:64].CCOC(C(C#N)=NOC(N1CCOCC1)=[N+](C)C)=O.F[P-](F)(F)(F)(F)F.CCN(C(C)C)C(C)C, predict the reaction product. The product is: [CH3:61][O:62][C:63]([NH:65][C@H:66]([C:70]1[CH:75]=[CH:74][CH:73]=[CH:72][CH:71]=1)[C:67]([N:43]1[CH2:44][CH2:45][CH2:46][C@H:42]1[C:40]1[NH:41][C:37]([C:32]2[CH:33]=[C:34]3[C:29](=[CH:30][CH:31]=2)[CH:28]=[C:27]([C:22]2[CH:23]=[C:24]4[C:19](=[CH:20][CH:21]=2)[C:17]2[NH:18][C:14]([C@@H:10]5[CH2:11][CH2:12][CH2:13][N:9]5[C:7](=[O:8])[C@@H:6]([NH:5][C:3](=[O:4])[O:2][CH3:1])[CH:54]5[CH2:55][CH2:56][O:57][CH2:58][CH2:59]5)=[N:15][C:16]=2[CH2:26][CH2:25]4)[CH:36]=[CH:35]3)=[CH:38][N:39]=1)=[O:69])=[O:64].